From a dataset of TCR-epitope binding with 47,182 pairs between 192 epitopes and 23,139 TCRs. Binary Classification. Given a T-cell receptor sequence (or CDR3 region) and an epitope sequence, predict whether binding occurs between them. (1) The epitope is IYSKHTPINL. The TCR CDR3 sequence is CASSLAIKGYTF. Result: 1 (the TCR binds to the epitope). (2) The epitope is NLSALGIFST. The TCR CDR3 sequence is CASTLAEGTDTQYF. Result: 0 (the TCR does not bind to the epitope). (3) The epitope is FLASKIGRLV. The TCR CDR3 sequence is CASSQGRRSIEQFF. Result: 0 (the TCR does not bind to the epitope). (4) The epitope is GLCTLVAML. The TCR CDR3 sequence is CAWSATSSNQPQHF. Result: 1 (the TCR binds to the epitope). (5) The epitope is MPASWVMRI. The TCR CDR3 sequence is CATSEAGSSYEQYF. Result: 1 (the TCR binds to the epitope). (6) The epitope is FLNRFTTTL. The TCR CDR3 sequence is CASSHLGSQETQYF. Result: 1 (the TCR binds to the epitope). (7) The epitope is LEPLVDLPI. The TCR CDR3 sequence is CASSNSWGSYEQYF. Result: 0 (the TCR does not bind to the epitope).